From a dataset of CYP2D6 inhibition data for predicting drug metabolism from PubChem BioAssay. Regression/Classification. Given a drug SMILES string, predict its absorption, distribution, metabolism, or excretion properties. Task type varies by dataset: regression for continuous measurements (e.g., permeability, clearance, half-life) or binary classification for categorical outcomes (e.g., BBB penetration, CYP inhibition). Dataset: cyp2d6_veith. The molecule is Cn1cccc1C(=O)N1CCC2(CC1)CCN(c1ncccn1)CC2. The result is 0 (non-inhibitor).